This data is from TCR-epitope binding with 47,182 pairs between 192 epitopes and 23,139 TCRs. The task is: Binary Classification. Given a T-cell receptor sequence (or CDR3 region) and an epitope sequence, predict whether binding occurs between them. (1) The epitope is TAFTIPSI. The TCR CDR3 sequence is CASSLVDNNEQFF. Result: 0 (the TCR does not bind to the epitope). (2) The epitope is YLDAYNMMI. The TCR CDR3 sequence is CSVTPLKETGNSYEQYF. Result: 1 (the TCR binds to the epitope). (3) The epitope is GILGFVFTL. The TCR CDR3 sequence is CSVERVDSYEQYF. Result: 0 (the TCR does not bind to the epitope). (4) The epitope is RAKFKQLL. Result: 1 (the TCR binds to the epitope). The TCR CDR3 sequence is CSARDGRREYEQYF.